Dataset: Catalyst prediction with 721,799 reactions and 888 catalyst types from USPTO. Task: Predict which catalyst facilitates the given reaction. (1) Reactant: [NH2:1][C:2]1[CH:3]=[C:4]2[C:9](=[CH:10][CH:11]=1)[N:8]=[CH:7][CH:6]=[CH:5]2.[C:12]([CH2:16][C:17](Cl)=[O:18])([CH3:15])([CH3:14])[CH3:13].N1C=CC=CC=1. Product: [CH3:13][C:12]([CH3:15])([CH3:14])[CH2:16][C:17]([NH:1][C:2]1[CH:3]=[C:4]2[C:9](=[CH:10][CH:11]=1)[N:8]=[CH:7][CH:6]=[CH:5]2)=[O:18]. The catalyst class is: 4. (2) Reactant: [Br:1][C:2]1[CH:3]=[C:4]2[C:9](=[CH:10][CH:11]=1)[CH2:8][C:7](=[O:12])[CH2:6][CH2:5]2.N1CC[CH2:15][CH2:14]1.ICC. Product: [Br:1][C:2]1[CH:3]=[C:4]2[C:9](=[CH:10][CH:11]=1)[CH:8]([CH2:14][CH3:15])[C:7](=[O:12])[CH2:6][CH2:5]2. The catalyst class is: 11. (3) Reactant: [O:1]=[S:2]1(=[O:39])[CH2:7][CH2:6][N:5]([CH2:8][C:9]2[C:14]([F:15])=[CH:13][C:12]([C:16]3[CH:17]=[CH:18][CH:19]=[C:20]4[C:25]=3[N:24]=[C:23]([C:26]3[CH:31]=[CH:30][CH:29]=[C:28]([N:32]5[CH2:37][CH2:36][NH:35][CH2:34][CH2:33]5)[CH:27]=3)[CH:22]=[N:21]4)=[CH:11][C:10]=2[F:38])[CH2:4][CH2:3]1.C=O.[BH3-][C:43]#N.[Na+]. Product: [O:39]=[S:2]1(=[O:1])[CH2:3][CH2:4][N:5]([CH2:8][C:9]2[C:14]([F:15])=[CH:13][C:12]([C:16]3[CH:17]=[CH:18][CH:19]=[C:20]4[C:25]=3[N:24]=[C:23]([C:26]3[CH:31]=[CH:30][CH:29]=[C:28]([N:32]5[CH2:37][CH2:36][N:35]([CH3:43])[CH2:34][CH2:33]5)[CH:27]=3)[CH:22]=[N:21]4)=[CH:11][C:10]=2[F:38])[CH2:6][CH2:7]1. The catalyst class is: 100. (4) Reactant: [H-].C([Al+]CC(C)C)C(C)C.[CH3:11][C:12]1([CH3:37])[CH2:21][CH2:20][C:19]([CH3:23])([CH3:22])[C:18]2[CH:17]=[C:16]([Se:24][C:25]#[C:26][C:27]3[CH:36]=[CH:35][C:30]([C:31](OC)=[O:32])=[CH:29][CH:28]=3)[CH:15]=[CH:14][C:13]1=2.C(C(C(C([O-])=O)O)O)([O-])=O.[Na+].[K+]. Product: [CH3:11][C:12]1([CH3:37])[CH2:21][CH2:20][C:19]([CH3:22])([CH3:23])[C:18]2[CH:17]=[C:16]([Se:24][C:25]#[C:26][C:27]3[CH:36]=[CH:35][C:30]([CH2:31][OH:32])=[CH:29][CH:28]=3)[CH:15]=[CH:14][C:13]1=2. The catalyst class is: 11. (5) Reactant: [C:1]([C:3]1[CH:8]=[CH:7][CH:6]=[CH:5][C:4]=1[C:9]1[CH:14]=[CH:13][C:12]([CH2:15][C:16]2[C:17](=[O:42])[N:18]([C@H:28]3[CH2:33][CH2:32][C@H:31]([O:34][CH2:35][C:36](N(OC)C)=[O:37])[CH2:30][CH2:29]3)[C:19]3[N:20]([N:25]=[CH:26][N:27]=3)[C:21]=2[CH2:22][CH2:23][CH3:24])=[CH:11][CH:10]=1)#[N:2].[CH:43]1([Mg]Br)[CH2:45][CH2:44]1.Cl. Product: [CH:43]1([C:36](=[O:37])[CH2:35][O:34][C@H:31]2[CH2:32][CH2:33][C@H:28]([N:18]3[C:17](=[O:42])[C:16]([CH2:15][C:12]4[CH:11]=[CH:10][C:9]([C:4]5[C:3]([C:1]#[N:2])=[CH:8][CH:7]=[CH:6][CH:5]=5)=[CH:14][CH:13]=4)=[C:21]([CH2:22][CH2:23][CH3:24])[N:20]4[N:25]=[CH:26][N:27]=[C:19]34)[CH2:29][CH2:30]2)[CH2:45][CH2:44]1. The catalyst class is: 7.